From a dataset of Forward reaction prediction with 1.9M reactions from USPTO patents (1976-2016). Predict the product of the given reaction. (1) Given the reactants C(=O)([O-])[O-].[K+].[K+].C[Si](C)(C)[C:9]#[C:10][C:11]([C:13]1[C:17]2[CH:18]=[N:19][CH:20]=[CH:21][C:16]=2[N:15](C(OC(C)(C)C)=O)[CH:14]=1)=O.C(=O)(O)O.[C:35]1([NH:41][C:42]([NH2:44])=[NH:43])[CH:40]=[CH:39][CH:38]=[CH:37][CH:36]=1.O, predict the reaction product. The product is: [C:35]1([NH:41][C:42]2[N:44]=[C:11]([C:13]3[C:17]4[CH:18]=[N:19][CH:20]=[CH:21][C:16]=4[NH:15][CH:14]=3)[CH:10]=[CH:9][N:43]=2)[CH:40]=[CH:39][CH:38]=[CH:37][CH:36]=1. (2) Given the reactants [Cl:1][CH2:2]C(=O)CC1SC=CC=1.[S:11]1[CH:15]=[C:14]([CH2:16][C:17]([OH:19])=O)[C:13]2[CH:20]=[CH:21][CH:22]=[CH:23][C:12]1=2.S(Cl)(Cl)=O, predict the reaction product. The product is: [S:11]1[CH:15]=[C:14]([CH2:16][C:17](=[O:19])[CH2:2][Cl:1])[C:13]2[CH:20]=[CH:21][CH:22]=[CH:23][C:12]1=2. (3) Given the reactants [CH2:1]([O:3][C:4]1[C:13]([O:14][CH3:15])=[CH:12][C:11]2[C:10]([C:16]3[CH:17]=[C:18]([CH:22]=[CH:23][CH:24]=3)[C:19]([OH:21])=O)=[N:9][C@@H:8]3[CH2:25][CH2:26][S:27][CH2:28][C@@H:7]3[C:6]=2[CH:5]=1)[CH3:2].Cl.[CH2:30]([C:32]1[N:36]=[C:35]([CH2:37][N:38]2[C:43]3[CH:44]=[C:45]([C:47]4[CH:52]=[CH:51][CH:50]=[CH:49][CH:48]=4)[S:46][C:42]=3[C:41](=[O:53])[N:40]([CH:54]3[CH2:59][CH2:58][NH:57][CH2:56][CH2:55]3)[C:39]2=[O:60])[O:34][N:33]=1)[CH3:31].CN(C(ON1N=NC2C=CC=CC1=2)=[N+](C)C)C.F[P-](F)(F)(F)(F)F.CCN(C(C)C)C(C)C, predict the reaction product. The product is: [CH2:1]([O:3][C:4]1[C:13]([O:14][CH3:15])=[CH:12][C:11]2[C:10]([C:16]3[CH:17]=[C:18]([C:19]([N:57]4[CH2:58][CH2:59][CH:54]([N:40]5[C:41](=[O:53])[C:42]6[S:46][C:45]([C:47]7[CH:48]=[CH:49][CH:50]=[CH:51][CH:52]=7)=[CH:44][C:43]=6[N:38]([CH2:37][C:35]6[O:34][N:33]=[C:32]([CH2:30][CH3:31])[N:36]=6)[C:39]5=[O:60])[CH2:55][CH2:56]4)=[O:21])[CH:22]=[CH:23][CH:24]=3)=[N:9][C@@H:8]3[CH2:25][CH2:26][S:27][CH2:28][C@@H:7]3[C:6]=2[CH:5]=1)[CH3:2].